Dataset: Peptide-MHC class I binding affinity with 185,985 pairs from IEDB/IMGT. Task: Regression. Given a peptide amino acid sequence and an MHC pseudo amino acid sequence, predict their binding affinity value. This is MHC class I binding data. (1) The peptide sequence is NYPYRLWHY. The MHC is HLA-A01:01 with pseudo-sequence HLA-A01:01. The binding affinity (normalized) is 0. (2) The peptide sequence is ALTLHWFRK. The MHC is HLA-A11:01 with pseudo-sequence HLA-A11:01. The binding affinity (normalized) is 0.574. (3) The peptide sequence is LSARHASGK. The MHC is HLA-A03:01 with pseudo-sequence HLA-A03:01. The binding affinity (normalized) is 0.552.